Dataset: NCI-60 drug combinations with 297,098 pairs across 59 cell lines. Task: Regression. Given two drug SMILES strings and cell line genomic features, predict the synergy score measuring deviation from expected non-interaction effect. (1) Drug 1: CCN(CC)CCNC(=O)C1=C(NC(=C1C)C=C2C3=C(C=CC(=C3)F)NC2=O)C. Drug 2: C1=CN(C=N1)CC(O)(P(=O)(O)O)P(=O)(O)O. Cell line: MALME-3M. Synergy scores: CSS=0.240, Synergy_ZIP=-0.605, Synergy_Bliss=-0.193, Synergy_Loewe=-6.82, Synergy_HSA=-3.34. (2) Drug 1: C1=CC=C(C=C1)NC(=O)CCCCCCC(=O)NO. Drug 2: C1C(C(OC1N2C=NC3=C2NC=NCC3O)CO)O. Cell line: MOLT-4. Synergy scores: CSS=53.8, Synergy_ZIP=-2.15, Synergy_Bliss=-3.52, Synergy_Loewe=-1.26, Synergy_HSA=-1.38. (3) Drug 1: CCN(CC)CCNC(=O)C1=C(NC(=C1C)C=C2C3=C(C=CC(=C3)F)NC2=O)C. Drug 2: CC1C(C(CC(O1)OC2CC(CC3=C2C(=C4C(=C3O)C(=O)C5=C(C4=O)C(=CC=C5)OC)O)(C(=O)CO)O)N)O.Cl. Cell line: SN12C. Synergy scores: CSS=29.4, Synergy_ZIP=-2.17, Synergy_Bliss=-1.45, Synergy_Loewe=-17.3, Synergy_HSA=-2.89. (4) Drug 2: CNC(=O)C1=NC=CC(=C1)OC2=CC=C(C=C2)NC(=O)NC3=CC(=C(C=C3)Cl)C(F)(F)F. Synergy scores: CSS=20.4, Synergy_ZIP=-3.38, Synergy_Bliss=-3.99, Synergy_Loewe=-7.34, Synergy_HSA=-7.21. Cell line: SF-268. Drug 1: CN1CCC(CC1)COC2=C(C=C3C(=C2)N=CN=C3NC4=C(C=C(C=C4)Br)F)OC. (5) Drug 1: C1C(C(OC1N2C=C(C(=O)NC2=O)F)CO)O. Drug 2: C(=O)(N)NO. Cell line: PC-3. Synergy scores: CSS=13.3, Synergy_ZIP=-6.47, Synergy_Bliss=-6.45, Synergy_Loewe=-56.4, Synergy_HSA=-5.35. (6) Drug 1: C1=CC(=CC=C1C#N)C(C2=CC=C(C=C2)C#N)N3C=NC=N3. Drug 2: C1CC(C1)(C(=O)O)C(=O)O.[NH2-].[NH2-].[Pt+2]. Cell line: NCI-H226. Synergy scores: CSS=8.12, Synergy_ZIP=-6.62, Synergy_Bliss=-7.37, Synergy_Loewe=-9.69, Synergy_HSA=-6.39. (7) Drug 1: C1=NC2=C(N=C(N=C2N1C3C(C(C(O3)CO)O)O)F)N. Drug 2: CC1=C2C(C(=O)C3(C(CC4C(C3C(C(C2(C)C)(CC1OC(=O)C(C(C5=CC=CC=C5)NC(=O)C6=CC=CC=C6)O)O)OC(=O)C7=CC=CC=C7)(CO4)OC(=O)C)O)C)OC(=O)C. Cell line: KM12. Synergy scores: CSS=42.4, Synergy_ZIP=2.52, Synergy_Bliss=-0.0453, Synergy_Loewe=-39.2, Synergy_HSA=-0.438.